Task: Predict the reaction yield, written as a fraction of the theoretical maximum amount of product (1.0 means a 100% yield; for example, 0.34 means a 34% yield).. Dataset: Reaction yield outcomes from USPTO patents with 853,638 reactions (1) The reactants are C1C=CC2N(O)N=NC=2C=1.Cl.Cl.[CH3:13][C:14]1[N:18]2[C:19](=[O:28])[N:20]([CH:22]3[CH2:27][CH2:26][NH:25][CH2:24][CH2:23]3)[CH2:21][C:17]2=[CH:16][N:15]=1.[C:29]([O:33][C:34]([NH:36][C@H:37]([CH2:41][S:42][C:43]1[CH:52]=[CH:51][C:50]2[C:45](=[CH:46][CH:47]=[C:48]([Cl:53])[CH:49]=2)[CH:44]=1)[C:38](O)=[O:39])=[O:35])([CH3:32])([CH3:31])[CH3:30].CCN=C=NCCCN(C)C. The catalyst is C(#N)C.C(N(CC)CC)C. The product is [Cl:53][C:48]1[CH:49]=[C:50]2[C:45](=[CH:46][CH:47]=1)[CH:44]=[C:43]([S:42][CH2:41][C@@H:37]([NH:36][C:34](=[O:35])[O:33][C:29]([CH3:31])([CH3:30])[CH3:32])[C:38]([N:25]1[CH2:26][CH2:27][CH:22]([N:20]3[CH2:21][C:17]4=[CH:16][N:15]=[C:14]([CH3:13])[N:18]4[C:19]3=[O:28])[CH2:23][CH2:24]1)=[O:39])[CH:52]=[CH:51]2. The yield is 0.450. (2) The yield is 0.380. No catalyst specified. The reactants are [NH2:1][C:2]1[C:3](=[O:24])[NH:4][C:5]2[C:11]([O:12][C:13]3[C:22]4[C:17](=[CH:18][CH:19]=[CH:20][CH:21]=4)[C:16]([NH2:23])=[CH:15][CH:14]=3)=[CH:10][CH:9]=[N:8][C:6]=2[N:7]=1.[F:25][C:26]1[CH:31]=[CH:30][C:29]([C:32]([F:35])([F:34])[F:33])=[CH:28][C:27]=1[N:36]=[C:37]=[O:38]. The product is [NH2:1][C:2]1[C:3](=[O:24])[NH:4][C:5]2[C:11]([O:12][C:13]3[C:22]4[C:17](=[CH:18][CH:19]=[CH:20][CH:21]=4)[C:16]([NH:23][C:37]([NH:36][C:27]4[CH:28]=[C:29]([C:32]([F:33])([F:35])[F:34])[CH:30]=[CH:31][C:26]=4[F:25])=[O:38])=[CH:15][CH:14]=3)=[CH:10][CH:9]=[N:8][C:6]=2[N:7]=1.